Dataset: Forward reaction prediction with 1.9M reactions from USPTO patents (1976-2016). Task: Predict the product of the given reaction. (1) Given the reactants [CH3:1][O:2][C:3]1[CH:8]=[CH:7][C:6]([CH:9]2[CH2:14][CH2:13][CH2:12][NH:11][CH2:10]2)=[CH:5][CH:4]=1.[F:15][C:16]([F:21])([F:20])[C@@H:17]1[CH2:19][O:18]1, predict the reaction product. The product is: [F:15][C:16]([F:21])([F:20])[C@@H:17]([OH:18])[CH2:19][N:11]1[CH2:12][CH2:13][CH2:14][CH:9]([C:6]2[CH:5]=[CH:4][C:3]([O:2][CH3:1])=[CH:8][CH:7]=2)[CH2:10]1. (2) Given the reactants [Br:1][C:2]1[CH:7]=[CH:6][C:5]([NH:8][C:9]2[C:10]([CH:25]=[O:26])=[CH:11][C:12]3[N:16]([CH2:17][CH2:18][S:19]([CH3:22])(=[O:21])=[O:20])[CH:15]=[N:14][C:13]=3[C:23]=2[F:24])=[C:4]([Cl:27])[CH:3]=1.[S:28]([CH2:38][N+:39]#[C-:40])([C:31]1[CH:37]=[CH:36][C:34]([CH3:35])=[CH:33][CH:32]=1)(=[O:30])=[O:29].[C-]#N.[Na+].C1COCC1, predict the reaction product. The product is: [Br:1][C:2]1[CH:7]=[CH:6][C:5]([NH:8][C:9]2[C:10]([CH:25]3[O:26][CH:40]=[N:39][CH:38]3[S:28]([C:31]3[CH:37]=[CH:36][C:34]([CH3:35])=[CH:33][CH:32]=3)(=[O:30])=[O:29])=[CH:11][C:12]3[N:16]([CH2:17][CH2:18][S:19]([CH3:22])(=[O:21])=[O:20])[CH:15]=[N:14][C:13]=3[C:23]=2[F:24])=[C:4]([Cl:27])[CH:3]=1. (3) Given the reactants [Br:1][C:2]1[CH:7]=[CH:6][C:5]([CH2:8][C:9]([C:11]2[CH:12]=[CH:13][C:14]3[O:19][CH2:18][C:17](=[O:20])[N:16]([CH3:21])[C:15]=3[CH:22]=2)=[O:10])=[C:4]([Cl:23])[CH:3]=1.[H-].[Na+].[CH3:26]I, predict the reaction product. The product is: [Br:1][C:2]1[CH:7]=[CH:6][C:5]([CH:8]([CH3:26])[C:9]([C:11]2[CH:12]=[CH:13][C:14]3[O:19][CH2:18][C:17](=[O:20])[N:16]([CH3:21])[C:15]=3[CH:22]=2)=[O:10])=[C:4]([Cl:23])[CH:3]=1. (4) Given the reactants [C:1](Cl)(=[O:6])[O:2][CH:3]([Cl:5])[CH3:4].[CH3:8][N:9]1[CH2:14][CH2:13][NH:12][CH2:11][CH2:10]1.N1C=CC=CC=1, predict the reaction product. The product is: [ClH:5].[CH3:8][N:9]1[CH2:14][CH2:13][N:12]([C:1]([O:2][CH:3]([Cl:5])[CH3:4])=[O:6])[CH2:11][CH2:10]1. (5) Given the reactants [CH3:1][N:2]([C:13]([C:15]1[CH:19]=[C:18]([N+:20]([O-])=O)[NH:17][N:16]=1)=[O:14])[C:3]1[CH:12]=[CH:11][C:6]([C:7]([O:9][CH3:10])=[O:8])=[CH:5][CH:4]=1.C(OCC)(=O)C, predict the reaction product. The product is: [NH2:20][C:18]1[NH:17][N:16]=[C:15]([C:13]([N:2]([CH3:1])[C:3]2[CH:12]=[CH:11][C:6]([C:7]([O:9][CH3:10])=[O:8])=[CH:5][CH:4]=2)=[O:14])[CH:19]=1.